From a dataset of Forward reaction prediction with 1.9M reactions from USPTO patents (1976-2016). Predict the product of the given reaction. (1) The product is: [CH3:39][N:40]([CH3:45])[CH2:41][C:42]([N:23]1[CH2:24][CH2:25][C@H:21]([O:20][C:18]2[CH:17]=[C:16]([C:26]3[CH:27]=[N:28][N:29]([CH3:31])[CH:30]=3)[CH:15]=[C:14]([NH:13][C:8]3[N:7]=[CH:6][C:5]4[C:10](=[CH:11][CH:12]=[C:3]([C:1]#[CH:2])[CH:4]=4)[N:9]=3)[CH:19]=2)[CH2:22]1)=[O:43]. Given the reactants [C:1]([C:3]1[CH:4]=[C:5]2[C:10](=[CH:11][CH:12]=1)[N:9]=[C:8]([NH:13][C:14]1[CH:19]=[C:18]([O:20][C@H:21]3[CH2:25][CH2:24][NH:23][CH2:22]3)[CH:17]=[C:16]([C:26]3[CH:27]=[N:28][N:29]([CH3:31])[CH:30]=3)[CH:15]=1)[N:7]=[CH:6]2)#[CH:2].C(N(CC)CC)C.[CH3:39][N:40]([CH3:45])[CH2:41][C:42](O)=[O:43].CN(C(ON1N=NC2C=CC=NC1=2)=[N+](C)C)C.F[P-](F)(F)(F)(F)F, predict the reaction product. (2) Given the reactants [CH:1]1(/[CH:4]=[C:5](\[CH2:10][CH2:11][CH2:12][CH2:13][CH3:14])/[C:6](OC)=[O:7])[CH2:3][CH2:2]1.Cl.[CH3:16][NH:17][CH3:18], predict the reaction product. The product is: [CH:1]1(/[CH:4]=[C:5](\[CH2:10][CH2:11][CH2:12][CH2:13][CH3:14])/[C:6]([N:17]([CH3:18])[CH3:16])=[O:7])[CH2:3][CH2:2]1.